Task: Regression. Given a peptide amino acid sequence and an MHC pseudo amino acid sequence, predict their binding affinity value. This is MHC class II binding data.. Dataset: Peptide-MHC class II binding affinity with 134,281 pairs from IEDB (1) The peptide sequence is LVAAVIGWMLGSNTMQRV. The MHC is DRB5_0101 with pseudo-sequence DRB5_0101. The binding affinity (normalized) is 0.0975. (2) The peptide sequence is GELQRVDKIDAAFKI. The MHC is DRB5_0101 with pseudo-sequence DRB5_0101. The binding affinity (normalized) is 0.693. (3) The peptide sequence is ENQRTVALYSLKIAGWHGPK. The MHC is DRB1_0401 with pseudo-sequence DRB1_0401. The binding affinity (normalized) is 0.482.